From a dataset of NCI-60 drug combinations with 297,098 pairs across 59 cell lines. Regression. Given two drug SMILES strings and cell line genomic features, predict the synergy score measuring deviation from expected non-interaction effect. (1) Drug 1: CC=C1C(=O)NC(C(=O)OC2CC(=O)NC(C(=O)NC(CSSCCC=C2)C(=O)N1)C(C)C)C(C)C. Drug 2: C1=NC2=C(N1)C(=S)N=CN2. Cell line: HCT116. Synergy scores: CSS=47.0, Synergy_ZIP=0.0232, Synergy_Bliss=4.34, Synergy_Loewe=2.29, Synergy_HSA=2.36. (2) Drug 1: C1=CC=C(C=C1)NC(=O)CCCCCCC(=O)NO. Drug 2: CC1=C(C(=CC=C1)Cl)NC(=O)C2=CN=C(S2)NC3=CC(=NC(=N3)C)N4CCN(CC4)CCO. Cell line: SR. Synergy scores: CSS=36.7, Synergy_ZIP=-1.51, Synergy_Bliss=-2.55, Synergy_Loewe=-16.3, Synergy_HSA=-3.91. (3) Drug 1: C1=CN(C(=O)N=C1N)C2C(C(C(O2)CO)O)O.Cl. Drug 2: CC1=C2C(C(=O)C3(C(CC4C(C3C(C(C2(C)C)(CC1OC(=O)C(C(C5=CC=CC=C5)NC(=O)OC(C)(C)C)O)O)OC(=O)C6=CC=CC=C6)(CO4)OC(=O)C)O)C)O. Synergy scores: CSS=7.22, Synergy_ZIP=-1.68, Synergy_Bliss=0.697, Synergy_Loewe=-2.44, Synergy_HSA=-1.80. Cell line: UACC-257.